Dataset: Full USPTO retrosynthesis dataset with 1.9M reactions from patents (1976-2016). Task: Predict the reactants needed to synthesize the given product. (1) Given the product [CH:1]1([CH2:6][N:7]2[C:12](=[O:13])[C:11]([CH2:14][N:33]3[CH2:34][CH2:35][N:30]([CH3:29])[CH2:31][CH2:32]3)=[CH:10][C:9]([C:20]3[CH:25]=[CH:24][C:23]([O:26][CH3:27])=[C:22]([F:28])[CH:21]=3)=[N:8]2)[CH2:5][CH2:4][CH2:3][CH2:2]1, predict the reactants needed to synthesize it. The reactants are: [CH:1]1([CH2:6][N:7]2[C:12](=[O:13])[C:11]([CH2:14]OS(C)(=O)=O)=[CH:10][C:9]([C:20]3[CH:25]=[CH:24][C:23]([O:26][CH3:27])=[C:22]([F:28])[CH:21]=3)=[N:8]2)[CH2:5][CH2:4][CH2:3][CH2:2]1.[CH3:29][N:30]1[CH2:35][CH2:34][NH:33][CH2:32][CH2:31]1. (2) Given the product [CH3:2][C:3]1[C:7]2[CH:8]=[CH:9][CH:10]=[CH:11][C:6]=2[O:5][C:4]=1[C:12]([NH:14][C:15]1([C:21]([NH:23][CH:24]2[CH2:29][CH2:28][N:27]([C:32]3[CH:33]=[C:34]([C:35]#[N:36])[CH:37]=[CH:38][C:39]=3[O:40][CH3:41])[CH2:26][C:25]2=[O:30])=[O:22])[CH2:16][CH2:17][CH2:18][CH2:19][CH2:20]1)=[O:13], predict the reactants needed to synthesize it. The reactants are: Cl.[CH3:2][C:3]1[C:7]2[CH:8]=[CH:9][CH:10]=[CH:11][C:6]=2[O:5][C:4]=1[C:12]([NH:14][C:15]1([C:21]([NH:23][CH:24]2[CH2:29][CH2:28][NH:27][CH2:26][CH:25]2[OH:30])=[O:22])[CH2:20][CH2:19][CH2:18][CH2:17][CH2:16]1)=[O:13].Br[C:32]1[CH:33]=[C:34]([CH:37]=[CH:38][C:39]=1[O:40][CH3:41])[C:35]#[N:36]. (3) Given the product [Cl:1][C:2]1[N:7]=[CH:6][C:5]([C:8]([NH:16][CH3:14])=[O:9])=[CH:4][CH:3]=1, predict the reactants needed to synthesize it. The reactants are: [Cl:1][C:2]1[N:7]=[CH:6][C:5]([C:8](Cl)=[O:9])=[CH:4][CH:3]=1.Cl.CN.[CH2:14]([N:16](CC)CC)C.